This data is from Peptide-MHC class I binding affinity with 185,985 pairs from IEDB/IMGT. The task is: Regression. Given a peptide amino acid sequence and an MHC pseudo amino acid sequence, predict their binding affinity value. This is MHC class I binding data. (1) The peptide sequence is SSLLNNQFG. The MHC is H-2-Db with pseudo-sequence H-2-Db. The binding affinity (normalized) is 0.547. (2) The peptide sequence is APGNYPAL. The MHC is H-2-Dd with pseudo-sequence H-2-Dd. The binding affinity (normalized) is 0.0278. (3) The peptide sequence is HMYISKKAK. The MHC is HLA-B40:01 with pseudo-sequence HLA-B40:01. The binding affinity (normalized) is 0. (4) The peptide sequence is GHLAASVTL. The MHC is HLA-A02:03 with pseudo-sequence HLA-A02:03. The binding affinity (normalized) is 0.0847. (5) The peptide sequence is IEAKINVAD. The MHC is HLA-A26:01 with pseudo-sequence HLA-A26:01. The binding affinity (normalized) is 0.0847. (6) The peptide sequence is FHNEFTQRL. The MHC is HLA-B44:02 with pseudo-sequence HLA-B44:02. The binding affinity (normalized) is 0.0847. (7) The peptide sequence is GVIAAFAEGH. The MHC is HLA-A02:02 with pseudo-sequence HLA-A02:02. The binding affinity (normalized) is 0.0643. (8) The peptide sequence is LPQIGGEAIF. The MHC is Patr-B1301 with pseudo-sequence Patr-B1301. The binding affinity (normalized) is 0.989.